From a dataset of NCI-60 drug combinations with 297,098 pairs across 59 cell lines. Regression. Given two drug SMILES strings and cell line genomic features, predict the synergy score measuring deviation from expected non-interaction effect. (1) Drug 1: CN(C)N=NC1=C(NC=N1)C(=O)N. Drug 2: C1=C(C(=O)NC(=O)N1)F. Cell line: SK-MEL-2. Synergy scores: CSS=28.9, Synergy_ZIP=3.13, Synergy_Bliss=1.12, Synergy_Loewe=-13.8, Synergy_HSA=-1.07. (2) Drug 1: CC1=C(C=C(C=C1)NC(=O)C2=CC=C(C=C2)CN3CCN(CC3)C)NC4=NC=CC(=N4)C5=CN=CC=C5. Drug 2: CC1C(C(CC(O1)OC2CC(CC3=C2C(=C4C(=C3O)C(=O)C5=C(C4=O)C(=CC=C5)OC)O)(C(=O)CO)O)N)O.Cl. Cell line: K-562. Synergy scores: CSS=50.4, Synergy_ZIP=-7.15, Synergy_Bliss=-11.3, Synergy_Loewe=-11.5, Synergy_HSA=-7.94. (3) Drug 1: CC12CCC3C(C1CCC2=O)CC(=C)C4=CC(=O)C=CC34C. Drug 2: CC1=C(C(=O)C2=C(C1=O)N3CC4C(C3(C2COC(=O)N)OC)N4)N. Cell line: MDA-MB-231. Synergy scores: CSS=63.8, Synergy_ZIP=-0.962, Synergy_Bliss=5.73, Synergy_Loewe=-8.99, Synergy_HSA=6.33. (4) Drug 1: CC(C1=C(C=CC(=C1Cl)F)Cl)OC2=C(N=CC(=C2)C3=CN(N=C3)C4CCNCC4)N. Drug 2: CN1C(=O)N2C=NC(=C2N=N1)C(=O)N. Cell line: DU-145. Synergy scores: CSS=-2.31, Synergy_ZIP=2.85, Synergy_Bliss=3.88, Synergy_Loewe=-5.08, Synergy_HSA=-1.18. (5) Drug 1: CC1OCC2C(O1)C(C(C(O2)OC3C4COC(=O)C4C(C5=CC6=C(C=C35)OCO6)C7=CC(=C(C(=C7)OC)O)OC)O)O. Drug 2: CC(C)(C#N)C1=CC=C(C=C1)N2C3=C4C=C(C=CC4=NC=C3N(C2=O)C)C5=CC6=CC=CC=C6N=C5. Cell line: UACC62. Synergy scores: CSS=63.7, Synergy_ZIP=-0.214, Synergy_Bliss=-0.806, Synergy_Loewe=3.67, Synergy_HSA=6.87. (6) Cell line: CCRF-CEM. Synergy scores: CSS=18.8, Synergy_ZIP=-4.06, Synergy_Bliss=0.607, Synergy_Loewe=0.668, Synergy_HSA=0.786. Drug 1: CC12CCC(CC1=CCC3C2CCC4(C3CC=C4C5=CN=CC=C5)C)O. Drug 2: C(CCl)NC(=O)N(CCCl)N=O. (7) Drug 1: CS(=O)(=O)C1=CC(=C(C=C1)C(=O)NC2=CC(=C(C=C2)Cl)C3=CC=CC=N3)Cl. Drug 2: C1=CC=C(C(=C1)C(C2=CC=C(C=C2)Cl)C(Cl)Cl)Cl. Cell line: NCI-H322M. Synergy scores: CSS=2.55, Synergy_ZIP=-0.453, Synergy_Bliss=2.88, Synergy_Loewe=-0.315, Synergy_HSA=1.19.